Dataset: Forward reaction prediction with 1.9M reactions from USPTO patents (1976-2016). Task: Predict the product of the given reaction. (1) Given the reactants Cl.Cl[CH2:3][C:4]1[N:8]2[CH:9]=[C:10]([CH3:13])[CH:11]=[CH:12][C:7]2=[N:6][C:5]=1[C:14]1[CH:19]=[CH:18][C:17]([CH3:20])=[CH:16][CH:15]=1.[C:21]1([SH:27])[CH:26]=[CH:25][CH:24]=[CH:23][CH:22]=1, predict the reaction product. The product is: [CH3:13][C:10]1[CH:11]=[CH:12][C:7]2[N:8]([C:4]([CH2:3][S:27][C:21]3[CH:26]=[CH:25][CH:24]=[CH:23][CH:22]=3)=[C:5]([C:14]3[CH:19]=[CH:18][C:17]([CH3:20])=[CH:16][CH:15]=3)[N:6]=2)[CH:9]=1. (2) Given the reactants [Br:1][C:2]1[N:24]=[C:5]2[CH:6]=[C:7]([NH:10][C:11]([C:13]3[N:17]([CH3:18])[N:16]=[CH:15][C:14]=3[C:19]([O:21]CC)=[O:20])=[O:12])[CH:8]=[CH:9][N:4]2[N:3]=1.O.[OH-].[Li+], predict the reaction product. The product is: [Br:1][C:2]1[N:24]=[C:5]2[CH:6]=[C:7]([NH:10][C:11]([C:13]3[N:17]([CH3:18])[N:16]=[CH:15][C:14]=3[C:19]([OH:21])=[O:20])=[O:12])[CH:8]=[CH:9][N:4]2[N:3]=1. (3) Given the reactants Cl[C:2]1[CH:7]=[CH:6][N:5]([CH3:8])[C:4](=[O:9])[C:3]=1[N+:10]([O-:12])=[O:11].[Br:13][C:14]1[CH:15]=[C:16]([NH2:21])[CH:17]=[CH:18][C:19]=1[F:20], predict the reaction product. The product is: [Br:13][C:14]1[CH:15]=[C:16]([NH:21][C:2]2[CH:7]=[CH:6][N:5]([CH3:8])[C:4](=[O:9])[C:3]=2[N+:10]([O-:12])=[O:11])[CH:17]=[CH:18][C:19]=1[F:20]. (4) Given the reactants Cl[C:2]1[C:3]2[S:18][C:17]([NH2:19])=[N:16][C:4]=2[N:5]=[C:6]([S:8][CH2:9][C:10]2[CH:15]=[CH:14][CH:13]=[CH:12][CH:11]=2)[N:7]=1.[NH2:20][C@H:21]([CH2:24][CH3:25])[CH2:22][OH:23].CN1CCCC1=O.C(N(CC)C(C)C)(C)C, predict the reaction product. The product is: [NH2:19][C:17]1[S:18][C:3]2[C:2]([NH:20][C@H:21]([CH2:24][CH3:25])[CH2:22][OH:23])=[N:7][C:6]([S:8][CH2:9][C:10]3[CH:15]=[CH:14][CH:13]=[CH:12][CH:11]=3)=[N:5][C:4]=2[N:16]=1. (5) Given the reactants Cl.C[O:3][C:4](=[O:24])[C@H:5]([CH2:7][C:8]1[CH:13]=[CH:12][C:11]([O:14][CH2:15][C:16]2[C:21]([Cl:22])=[CH:20][CH:19]=[CH:18][C:17]=2[Cl:23])=[CH:10][CH:9]=1)[NH2:6].[C:25](O)(=[O:32])[C:26]1[CH:31]=[CH:30][N:29]=[CH:28][CH:27]=1, predict the reaction product. The product is: [N:29]1[CH:30]=[CH:31][C:26]([C:25]([NH:6][C@H:5]([C:4]([OH:3])=[O:24])[CH2:7][C:8]2[CH:13]=[CH:12][C:11]([O:14][CH2:15][C:16]3[C:21]([Cl:22])=[CH:20][CH:19]=[CH:18][C:17]=3[Cl:23])=[CH:10][CH:9]=2)=[O:32])=[CH:27][CH:28]=1. (6) Given the reactants CO.CO.CCCCCC.[NH:11]1[CH:15]=[CH:14][N:13]=[CH:12]1.C1C[O:20][CH:19]=[CH:18]C1.[O:22]1C=[CH:26][CH2:25][CH2:24][CH2:23]1, predict the reaction product. The product is: [CH3:12][N:13]1[C:19](=[O:20])[CH2:18][CH2:15][CH2:14]1.[CH3:12][N:11]1[CH2:26][CH2:25][CH2:24][C:23]1=[O:22].